The task is: Predict the product of the given reaction.. This data is from Forward reaction prediction with 1.9M reactions from USPTO patents (1976-2016). Given the reactants [Mg].IC.Br[C:5]1[CH:6]=[CH:7][C:8]2[CH:12]=[CH:11][S:10][C:9]=2[CH:13]=1.II.IC.BrC1C=CC2C=CSC=2C=1.[CH3:28][CH2:29][C:30](=[O:33])[CH2:31][CH3:32], predict the reaction product. The product is: [S:10]1[CH:11]=[CH:12][C:8]2[CH:7]=[CH:6][C:5]([C:30]([OH:33])([CH2:31][CH3:32])[CH2:29][CH3:28])=[CH:13][C:9]1=2.